Task: Predict the reaction yield, written as a fraction of the theoretical maximum amount of product (1.0 means a 100% yield; for example, 0.34 means a 34% yield).. Dataset: Reaction yield outcomes from USPTO patents with 853,638 reactions The reactants are Cl.Cl.Cl.Cl.[CH3:5][C:6]1[CH:11]=[CH:10][C:9]([NH:12][C:13]([C:15]2[CH:16]=[C:17]3[C:21](=[CH:22][CH:23]=2)[CH:20]([N:24]2[CH2:29][CH2:28][NH:27][CH2:26][CH2:25]2)[CH2:19][CH2:18]3)=[O:14])=[CH:8][C:7]=1[NH:30][C:31]1[N:36]=[C:35]([C:37]2[CH:38]=[N:39][CH:40]=[CH:41][CH:42]=2)[CH:34]=[CH:33][N:32]=1.[CH2:43](N(CC)CC)[CH3:44].C(=O)C.C(O[BH-](OC(=O)C)OC(=O)C)(=O)C.[Na+]. The catalyst is CN(C=O)C. The product is [CH2:43]([N:27]1[CH2:26][CH2:25][N:24]([CH:20]2[C:21]3[C:17](=[CH:16][C:15]([C:13]([NH:12][C:9]4[CH:10]=[CH:11][C:6]([CH3:5])=[C:7]([NH:30][C:31]5[N:36]=[C:35]([C:37]6[CH:38]=[N:39][CH:40]=[CH:41][CH:42]=6)[CH:34]=[CH:33][N:32]=5)[CH:8]=4)=[O:14])=[CH:23][CH:22]=3)[CH2:18][CH2:19]2)[CH2:29][CH2:28]1)[CH3:44]. The yield is 0.630.